From a dataset of Peptide-MHC class I binding affinity with 185,985 pairs from IEDB/IMGT. Regression. Given a peptide amino acid sequence and an MHC pseudo amino acid sequence, predict their binding affinity value. This is MHC class I binding data. (1) The peptide sequence is MTADDITMGY. The MHC is HLA-A01:01 with pseudo-sequence HLA-A01:01. The binding affinity (normalized) is 0.813. (2) The peptide sequence is GRNSFEVRV. The MHC is HLA-A02:01 with pseudo-sequence HLA-A02:01. The binding affinity (normalized) is 0.0847. (3) The peptide sequence is ELNITSATY. The MHC is HLA-B35:01 with pseudo-sequence HLA-B35:01. The binding affinity (normalized) is 0.728.